Dataset: Full USPTO retrosynthesis dataset with 1.9M reactions from patents (1976-2016). Task: Predict the reactants needed to synthesize the given product. The reactants are: [CH3:1][N:2]1[C:11]2[C:6](=[CH:7][CH:8]=[CH:9][CH:10]=2)[CH:5]=[C:4]([CH:12]=O)[C:3]1=[O:14].[NH2:15][CH2:16][CH:17]([CH:24]1[CH2:29][CH2:28][N:27]([C:30]([O:32][C:33]([CH3:36])([CH3:35])[CH3:34])=[O:31])[CH2:26][CH2:25]1)[C:18]1[CH:23]=[CH:22][CH:21]=[CH:20][CH:19]=1.C(O)(=O)C.C(O[BH-](OC(=O)C)OC(=O)C)(=O)C.[Na+]. Given the product [CH3:1][N:2]1[C:11]2[C:6](=[CH:7][CH:8]=[CH:9][CH:10]=2)[CH:5]=[C:4]([CH2:12][NH:15][CH2:16][CH:17]([CH:24]2[CH2:25][CH2:26][N:27]([C:30]([O:32][C:33]([CH3:36])([CH3:35])[CH3:34])=[O:31])[CH2:28][CH2:29]2)[C:18]2[CH:23]=[CH:22][CH:21]=[CH:20][CH:19]=2)[C:3]1=[O:14], predict the reactants needed to synthesize it.